Dataset: Forward reaction prediction with 1.9M reactions from USPTO patents (1976-2016). Task: Predict the product of the given reaction. Given the reactants [SH:1][C:2]1[N:6]([CH2:7][C:8]([O:10][C:11]([CH3:14])([CH3:13])[CH3:12])=[O:9])[C:5]2[CH:15]=[CH:16][CH:17]=[CH:18][C:4]=2[N:3]=1.Cl[CH2:20][CH:21]1[CH2:26][CH2:25][CH2:24][N:23](C(=O)CCC)[CH2:22]1.[C:32]([O-:35])([O-])=O.[K+].[K+].[CH3:38][C:39]([CH3:41])=O, predict the reaction product. The product is: [C:11]([O:10][C:8](=[O:9])[CH2:7][N:6]1[C:5]2[CH:15]=[CH:16][CH:17]=[CH:18][C:4]=2[N:3]=[C:2]1[SH:1]([CH2:20][CH:21]1[CH2:26][CH2:25][CH2:24][NH:23][CH2:22]1)[C:32](=[O:35])[CH2:38][CH2:39][CH3:41])([CH3:13])([CH3:14])[CH3:12].